This data is from Forward reaction prediction with 1.9M reactions from USPTO patents (1976-2016). The task is: Predict the product of the given reaction. (1) The product is: [C:17]([O:16][C:14]([C:13]1[N:11]=[CH:12][O:5][C:4]=1[C:3]1[C:2]([Cl:1])=[N:10][CH:9]=[CH:8][CH:7]=1)=[O:15])([CH3:20])([CH3:19])[CH3:18]. Given the reactants [Cl:1][C:2]1[N:10]=[CH:9][CH:8]=[CH:7][C:3]=1[C:4](Cl)=[O:5].[N+:11]([CH2:13][C:14]([O:16][C:17]([CH3:20])([CH3:19])[CH3:18])=[O:15])#[C-:12].C(N(CC)CC)C, predict the reaction product. (2) Given the reactants C1([O:6][C:7]([C:9]2[CH:14]=[CH:13][C:12](=[O:15])[N:11]([CH:16]3[CH2:20][CH2:19][CH2:18][CH2:17]3)[N:10]=2)=[O:8])CCCC1.[OH-].[Na+].Cl, predict the reaction product. The product is: [CH:16]1([N:11]2[C:12](=[O:15])[CH:13]=[CH:14][C:9]([C:7]([OH:8])=[O:6])=[N:10]2)[CH2:17][CH2:18][CH2:19][CH2:20]1. (3) Given the reactants [CH3:1][C:2]([CH3:22])([CH3:21])[CH2:3][CH2:4][C@@H:5]1[CH2:10][C@@H:9]([C:11]2[O:15][NH:14][C:13](=[O:16])[CH:12]=2)[CH2:8][CH2:7][N:6]1C(OC)=O, predict the reaction product. The product is: [CH3:1][C:2]([CH3:22])([CH3:21])[CH2:3][CH2:4][C@@H:5]1[CH2:10][C@@H:9]([C:11]2[O:15][NH:14][C:13](=[O:16])[CH:12]=2)[CH2:8][CH2:7][NH:6]1. (4) Given the reactants [CH3:1][O:2][C:3]1[CH:11]=[C:10]([NH:12][CH3:13])[C:9]([N+:14]([O-])=O)=[CH:8][C:4]=1[C:5]([OH:7])=[O:6], predict the reaction product. The product is: [NH2:14][C:9]1[C:10]([NH:12][CH3:13])=[CH:11][C:3]([O:2][CH3:1])=[C:4]([CH:8]=1)[C:5]([OH:7])=[O:6]. (5) Given the reactants Cl.[NH2:2][C@@H:3]1[CH2:5][C@H:4]1[C:6]1[CH:15]=[CH:14][C:9]([C:10]([O:12][CH3:13])=[O:11])=[CH:8][CH:7]=1.[S:16]1(=[O:24])(=[O:23])[CH2:21][CH2:20][C:19](=O)[CH2:18][CH2:17]1.C(=O)([O-])O.[Na+], predict the reaction product. The product is: [O:23]=[S:16]1(=[O:24])[CH2:21][CH2:20][CH:19]([NH:2][C@@H:3]2[CH2:5][C@H:4]2[C:6]2[CH:15]=[CH:14][C:9]([C:10]([O:12][CH3:13])=[O:11])=[CH:8][CH:7]=2)[CH2:18][CH2:17]1.